This data is from Full USPTO retrosynthesis dataset with 1.9M reactions from patents (1976-2016). The task is: Predict the reactants needed to synthesize the given product. (1) Given the product [Cl:13][C:14]1[CH:20]=[CH:19][C:18]([C:21]([F:22])([F:23])[F:24])=[CH:11][C:12]=1[NH:8][C:1]([NH:3][C:7]1[CH:6]=[CH:46][C:29]([O:30][C:31]2[CH:36]=[CH:35][N:34]=[C:33]([NH:37][CH2:38][CH2:39][CH2:40][OH:41])[N:32]=2)=[CH:28][CH:27]=1)=[O:2], predict the reactants needed to synthesize it. The reactants are: [C:1]([N:8]1[CH:12]=[CH:11]N=C1)([N:3]1[CH:7]=[CH:6]N=C1)=[O:2].[Cl:13][C:14]1[CH:20]=[CH:19][C:18]([C:21]([F:24])([F:23])[F:22])=CC=1N.NC1C=[CH:46][C:29]([O:30][C:31]2[CH:36]=[CH:35][N:34]=[C:33]([NH:37][CH2:38][CH2:39][CH2:40][O:41][Si](C)(C)C)[N:32]=2)=[CH:28][CH:27]=1.[F-].C([N+](CCCC)(CCCC)CCCC)CCC. (2) Given the product [CH3:1][C:2]1[CH:3]=[C:4]([N:9]2[C:13](=[O:14])[C:12](=[C:15]([NH:29][NH:28][C:26](=[O:27])[C:25]3[CH:30]=[CH:31][CH:32]=[C:23]([C:21]([O:20][CH3:19])=[O:22])[CH:24]=3)[CH3:16])[C:11]([CH3:18])=[N:10]2)[CH:5]=[CH:6][C:7]=1[CH3:8], predict the reactants needed to synthesize it. The reactants are: [CH3:1][C:2]1[CH:3]=[C:4]([N:9]2[C:13]([OH:14])=[C:12]([C:15](=O)[CH3:16])[C:11]([CH3:18])=[N:10]2)[CH:5]=[CH:6][C:7]=1[CH3:8].[CH3:19][O:20][C:21]([C:23]1[CH:24]=[C:25]([CH:30]=[CH:31][CH:32]=1)[C:26]([NH:28][NH2:29])=[O:27])=[O:22].